Dataset: Full USPTO retrosynthesis dataset with 1.9M reactions from patents (1976-2016). Task: Predict the reactants needed to synthesize the given product. Given the product [NH2:24][C:12]1[CH:13]=[C:14]([C:17]2[CH:22]=[CH:21][CH:20]=[C:19]([F:23])[CH:18]=2)[CH:15]=[CH:16][C:11]=1[C:9]([NH:8][C@H:7]([C:27]([O:29][CH3:30])=[O:28])[C@@H:6]([CH3:31])[O:5][C:2]([CH3:4])([CH3:1])[CH3:3])=[O:10], predict the reactants needed to synthesize it. The reactants are: [CH3:1][C:2]([O:5][C@H:6]([CH3:31])[C@@H:7]([C:27]([O:29][CH3:30])=[O:28])[NH:8][C:9]([C:11]1[CH:16]=[CH:15][C:14]([C:17]2[CH:22]=[CH:21][CH:20]=[C:19]([F:23])[CH:18]=2)=[CH:13][C:12]=1[N+:24]([O-])=O)=[O:10])([CH3:4])[CH3:3].